From a dataset of Reaction yield outcomes from USPTO patents with 853,638 reactions. Predict the reaction yield, written as a fraction of the theoretical maximum amount of product (1.0 means a 100% yield; for example, 0.34 means a 34% yield). (1) The reactants are [CH3:1][CH:2]([N:4]1[C:12](/[CH:13]=[CH:14]/[C@H:15]([OH:24])[CH2:16][C@H:17]([OH:23])[CH2:18][C:19]([O:21]C)=[O:20])=[C:11]([C:25]2[CH:30]=[CH:29][C:28]([F:31])=[CH:27][CH:26]=2)[C:10]2[C:5]1=[CH:6][CH:7]=[CH:8][CH:9]=2)[CH3:3].[OH-].[Na+:33]. The catalyst is C(#N)C.O. The product is [CH3:3][CH:2]([N:4]1[C:12](/[CH:13]=[CH:14]/[CH:15]([OH:24])[CH2:16][CH:17]([OH:23])[CH2:18][C:19]([O-:21])=[O:20])=[C:11]([C:25]2[CH:26]=[CH:27][C:28]([F:31])=[CH:29][CH:30]=2)[C:10]2[CH:9]=[CH:8][CH:7]=[CH:6][C:5]1=2)[CH3:1].[Na+:33]. The yield is 0.822. (2) The reactants are [ClH:1].O1CCOCC1.[C:8]([C:10]1([C:23]2[CH:28]=[CH:27][CH:26]=[CH:25][C:24]=2[CH2:29][CH2:30][C:31]([O:33][CH2:34][CH3:35])=[O:32])[CH2:15][CH2:14][N:13](C(OC(C)(C)C)=O)[CH2:12][CH2:11]1)#[N:9]. No catalyst specified. The product is [ClH:1].[C:8]([C:10]1([C:23]2[CH:28]=[CH:27][CH:26]=[CH:25][C:24]=2[CH2:29][CH2:30][C:31]([O:33][CH2:34][CH3:35])=[O:32])[CH2:15][CH2:14][NH:13][CH2:12][CH2:11]1)#[N:9]. The yield is 0.990. (3) The reactants are [Cl:1][CH2:2][CH2:3][CH2:4][CH2:5][CH2:6][CH2:7][O:8][CH2:9][CH2:10][O:11][CH2:12][CH2:13][NH:14]C(=O)OC(C)(C)C.C(O)(C(F)(F)F)=O.C([O-])([O-])=O.[K+].[K+]. The catalyst is C(Cl)Cl. The product is [Cl:1][CH2:2][CH2:3][CH2:4][CH2:5][CH2:6][CH2:7][O:8][CH2:9][CH2:10][O:11][CH2:12][CH2:13][NH2:14]. The yield is 0.930. (4) The reactants are Cl[C:2]([F:7])([F:6])C([O-])=O.[Na+].[OH:9][C:10]1[CH:17]=[CH:16][C:13]([CH:14]=[O:15])=[CH:12][C:11]=1[CH3:18].C(=O)([O-])[O-].[K+].[K+]. The catalyst is CN(C=O)C.O. The product is [F:7][CH:2]([F:6])[O:9][C:10]1[CH:17]=[CH:16][C:13]([CH:14]=[O:15])=[CH:12][C:11]=1[CH3:18]. The yield is 0.630. (5) The reactants are [C:1]([O:5][C:6]([N:8]1[CH2:12][CH2:11][CH2:10][C@H:9]1[CH2:13]OS(C)(=O)=O)=[O:7])([CH3:4])([CH3:3])[CH3:2].C([BH-](CC)CC)C.[Li+].C(OCC)(=O)C.O. The catalyst is O1CCCC1. The product is [C:1]([O:5][C:6]([N:8]1[CH2:12][CH2:11][CH2:10][C@H:9]1[CH3:13])=[O:7])([CH3:4])([CH3:2])[CH3:3]. The yield is 0.535.